From a dataset of Forward reaction prediction with 1.9M reactions from USPTO patents (1976-2016). Predict the product of the given reaction. (1) Given the reactants C([N:8](CC1C=CC=CC=1)[CH2:9][CH2:10][O:11][CH:12]([CH2:22][O:23]CC1C=CC=CC=1)[CH2:13][O:14]CC1C=CC=CC=1)C1C=CC=CC=1.C(O)(=O)C.[ClH:42], predict the reaction product. The product is: [ClH:42].[NH2:8][CH2:9][CH2:10][O:11][CH:12]([CH2:22][OH:23])[CH2:13][OH:14]. (2) Given the reactants [Br:1][C:2]1[C:11]([O:12][C:13]2[CH:18]=[CH:17][C:16]([F:19])=[CH:15][C:14]=2[F:20])=[CH:10][C:5]([C:6]([O:8][CH3:9])=[O:7])=[C:4]([N+:21]([O-])=O)[CH:3]=1.Cl.N.C(O)C.O1CCCC1, predict the reaction product. The product is: [NH2:21][C:4]1[CH:3]=[C:2]([Br:1])[C:11]([O:12][C:13]2[CH:18]=[CH:17][C:16]([F:19])=[CH:15][C:14]=2[F:20])=[CH:10][C:5]=1[C:6]([O:8][CH3:9])=[O:7]. (3) Given the reactants [CH3:1][O:2][C:3]1[CH:4]=[C:5]([CH:14](O)[CH2:15][CH2:16][CH:17]([C:19]2[CH:24]=[C:23]([O:25][CH3:26])[C:22]([O:27][CH3:28])=[C:21]([O:29][CH3:30])[CH:20]=2)[OH:18])[CH:6]=[C:7]([I:13])[C:8]=1[O:9][CH2:10][CH2:11][OH:12].FC(F)(F)C(O)=O, predict the reaction product. The product is: [CH3:1][O:2][C:3]1[CH:4]=[C:5]([C@H:14]2[CH2:15][CH2:16][C@H:17]([C:19]3[CH:24]=[C:23]([O:25][CH3:26])[C:22]([O:27][CH3:28])=[C:21]([O:29][CH3:30])[CH:20]=3)[O:18]2)[CH:6]=[C:7]([I:13])[C:8]=1[O:9][CH2:10][CH2:11][OH:12]. (4) The product is: [CH3:20][S:17]([C:12]1[CH:13]=[CH:14][CH:15]=[CH:16][C:11]=1[NH:10][C:6]1[C:5]2[N:4]([N:3]=[C:2]([NH:35][C:32]3[CH:31]=[CH:30][C:29]([N:26]4[CH2:25][CH2:24][N:23]([CH3:22])[CH2:28][CH2:27]4)=[CH:34][CH:33]=3)[N:21]=2)[CH:9]=[CH:8][CH:7]=1)(=[O:19])=[O:18]. Given the reactants Cl[C:2]1[N:21]=[C:5]2[C:6]([NH:10][C:11]3[CH:16]=[CH:15][CH:14]=[CH:13][C:12]=3[S:17]([CH3:20])(=[O:19])=[O:18])=[CH:7][CH:8]=[CH:9][N:4]2[N:3]=1.[CH3:22][N:23]1[CH2:28][CH2:27][N:26]([C:29]2[CH:34]=[CH:33][C:32]([NH2:35])=[CH:31][CH:30]=2)[CH2:25][CH2:24]1.C1(P(C2CCCCC2)C2C=CC=CC=2C2C=CC=CC=2P(C2CCCCC2)C2CCCCC2)CCCCC1, predict the reaction product. (5) Given the reactants Cl[CH:2]([CH:13]1[CH2:15][CH2:14]1)[C:3]1[CH:8]=[CH:7][CH:6]=[C:5]([C:9]([F:12])([F:11])[F:10])[CH:4]=1.[CH3:16][C@@H:17]1[CH2:22][NH:21][CH2:20][CH2:19][NH:18]1, predict the reaction product. The product is: [CH:13]1([CH:2]([C:3]2[CH:8]=[CH:7][CH:6]=[C:5]([C:9]([F:12])([F:11])[F:10])[CH:4]=2)[N:18]2[CH2:19][CH2:20][NH:21][CH2:22][C@H:17]2[CH3:16])[CH2:15][CH2:14]1. (6) Given the reactants [C:1]1([C:20]2[CH:25]=[CH:24][CH:23]=[CH:22][CH:21]=2)[CH:6]=[CH:5][C:4]([C:7]([CH2:9][S:10]([CH2:13][CH2:14][CH2:15][CH2:16][C:17](O)=[O:18])(=[O:12])=[O:11])=[O:8])=[CH:3][CH:2]=1.[NH2:26][OH:27].Cl, predict the reaction product. The product is: [OH:27][NH:26][C:17](=[O:18])[CH2:16][CH2:15][CH2:14][CH2:13][S:10]([CH2:9][C:7]([C:4]1[CH:5]=[CH:6][C:1]([C:20]2[CH:25]=[CH:24][CH:23]=[CH:22][CH:21]=2)=[CH:2][CH:3]=1)=[O:8])(=[O:12])=[O:11]. (7) Given the reactants Cl[C:2]1[N:7]=[CH:6][C:5]([C:8]2[CH:9]=[CH:10][C:11](=[O:15])[N:12]([CH3:14])[CH:13]=2)=[CH:4][CH:3]=1.[NH2:16][NH2:17].CO, predict the reaction product. The product is: [NH:16]([C:2]1[N:7]=[CH:6][C:5]([C:8]2[CH:9]=[CH:10][C:11](=[O:15])[N:12]([CH3:14])[CH:13]=2)=[CH:4][CH:3]=1)[NH2:17].